Predict the reaction yield, written as a fraction of the theoretical maximum amount of product (1.0 means a 100% yield; for example, 0.34 means a 34% yield). From a dataset of Reaction yield outcomes from USPTO patents with 853,638 reactions. (1) The product is [F:1][C:2]([F:16])([F:17])[C:3]1[CH:8]=[CH:7][C:6]([C:9]2[CH:14]=[CH:13][C:12]([NH:15][CH:24]=[O:25])=[CH:11][CH:10]=2)=[CH:5][CH:4]=1. The reactants are [F:1][C:2]([F:17])([F:16])[C:3]1[CH:8]=[CH:7][C:6]([C:9]2[CH:14]=[CH:13][C:12]([NH2:15])=[CH:11][CH:10]=2)=[CH:5][CH:4]=1.N1C=CC=CC=1.[CH:24](OC1C=CC([N+]([O-])=O)=CC=1)=[O:25]. The catalyst is ClCCl.C(OCC)(=O)C. The yield is 0.850. (2) The reactants are Br[C:2]1[CH:3]=[N:4][C:5]2[N:6]([N:8]=[C:9]([C:21]3[CH:26]=[CH:25][CH:24]=[CH:23][CH:22]=3)[C:10]=2[CH2:11][N:12]2[CH2:16][CH:15]([CH2:17][CH2:18][CH3:19])[CH2:14][C:13]2=[O:20])[CH:7]=1.[O-:27]P([O-])([O-])=O.[K+].[K+].[K+]. The catalyst is O.[Pd]. The product is [OH:27][C:2]1[CH:3]=[N:4][C:5]2[N:6]([N:8]=[C:9]([C:21]3[CH:26]=[CH:25][CH:24]=[CH:23][CH:22]=3)[C:10]=2[CH2:11][N:12]2[CH2:16][CH:15]([CH2:17][CH2:18][CH3:19])[CH2:14][C:13]2=[O:20])[CH:7]=1. The yield is 0.220. (3) The reactants are [Cl:1][C:2]1[CH:7]=[C:6]([Cl:8])[CH:5]=[CH:4][C:3]=1[C:9]1([C:26]2[CH:31]=[CH:30][C:29]([F:32])=[CH:28][CH:27]=2)[O:13][C:12]2[CH:14]=[C:15]([F:25])[C:16]([C:18]([N:20]3[CH2:24][CH:23]=[CH:22][CH2:21]3)=[O:19])=[CH:17][C:11]=2[O:10]1.[OH2:33].C[N+]1([O-])CCOCC1.[OH2:42].O.O.O.O.S([O-])([O-])(=O)=S.[Na+].[Na+]. The catalyst is CC(C)=O.O.[Os](=O)(=O)(=O)=O.O.O.[O-][Os]([O-])(=O)=O.[K+].[K+]. The product is [Cl:1][C:2]1[CH:7]=[C:6]([Cl:8])[CH:5]=[CH:4][C:3]=1[C:9]1([C:26]2[CH:27]=[CH:28][C:29]([F:32])=[CH:30][CH:31]=2)[O:13][C:12]2[CH:14]=[C:15]([F:25])[C:16]([C:18]([N:20]3[CH2:21][C@H:22]([OH:33])[C@H:23]([OH:42])[CH2:24]3)=[O:19])=[CH:17][C:11]=2[O:10]1. The yield is 0.740. (4) The reactants are Br[C:2]1[CH:3]=[C:4]2[C:10]([CH3:11])=[N:9][NH:8][C:5]2=[CH:6][N:7]=1.[F:12][C:13]1[CH:14]=[C:15](B(O)O)[CH:16]=[CH:17][CH:18]=1.C([O-])([O-])=O.[Na+].[Na+]. The catalyst is C1C=CC(P(C2C=CC=CC=2)[C-]2C=CC=C2)=CC=1.C1C=CC(P(C2C=CC=CC=2)[C-]2C=CC=C2)=CC=1.Cl[Pd]Cl.[Fe+2].O1CCOCC1. The product is [F:12][C:13]1[CH:18]=[C:17]([C:2]2[CH:3]=[C:4]3[C:10]([CH3:11])=[N:9][NH:8][C:5]3=[CH:6][N:7]=2)[CH:16]=[CH:15][CH:14]=1. The yield is 0.340. (5) The reactants are Br[C:2]1[N:3]([CH2:9][O:10][CH2:11][CH2:12][Si:13]([CH3:16])([CH3:15])[CH3:14])[CH:4]=[C:5]([C:7]#[N:8])[N:6]=1.C([Mg]Cl)(C)C.C([C:24]([O:26][CH2:27][CH3:28])=[O:25])#N. The catalyst is O1CCCC1. The product is [CH2:27]([O:26][C:24]([C:2]1[N:3]([CH2:9][O:10][CH2:11][CH2:12][Si:13]([CH3:16])([CH3:15])[CH3:14])[CH:4]=[C:5]([C:7]#[N:8])[N:6]=1)=[O:25])[CH3:28]. The yield is 0.740. (6) The reactants are [Br:1][C:2]1[C:7]([CH3:8])=[CH:6][N+:5]([O-])=[CH:4][C:3]=1[CH3:10].C1(P(C2C=CC=CC=2)C2C=CC=CC=2)C=CC=CC=1.C1(C)C=CC=CC=1. The catalyst is C(OCC)(=O)C. The product is [Br:1][C:2]1[C:7]([CH3:8])=[CH:6][N:5]=[CH:4][C:3]=1[CH3:10]. The yield is 0.380. (7) The reactants are [OH:1][CH2:2][CH:3]1[CH2:8][CH2:7][CH:6]([C:9]([OH:11])=[O:10])[CH2:5][CH2:4]1.OS(O)(=O)=O.[NH4+].[OH-].[CH3:19]O. No catalyst specified. The product is [OH:1][CH2:2][CH:3]1[CH2:4][CH2:5][CH:6]([C:9]([O:11][CH3:19])=[O:10])[CH2:7][CH2:8]1. The yield is 0.830. (8) The reactants are I[C:2]1[CH:15]=[CH:14][C:5]2[O:6][C:7]3[CH:12]=[CH:11][C:10](I)=[CH:9][C:8]=3[C:4]=2[CH:3]=1.[C:16]([Cu])#[N:17].[NH4+].[OH-].[CH3:21][N:22](C=O)C. No catalyst specified. The product is [CH:3]1[C:4]2[C:8]3[CH:9]=[C:10]([C:21]#[N:22])[CH:11]=[CH:12][C:7]=3[O:6][C:5]=2[CH:14]=[CH:15][C:2]=1[C:16]#[N:17]. The yield is 0.0600. (9) The reactants are [F:1][C:2]1[CH:7]=[CH:6][C:5]([N:8]2[C:16]3[CH:15]=[C:14]4[CH2:17][CH2:18][C@H:19]5[C:24]([C@@:13]4([CH3:34])[CH2:12][C:11]=3[CH:10]=[N:9]2)=[CH:23][CH2:22][C@@H:21]([C:25]([F:28])([F:27])[F:26])[C@@H:20]5[C:29](OCC)=[O:30])=[CH:4][CH:3]=1.[H-].C([Al+]CC(C)C)C(C)C. The catalyst is C(Cl)Cl. The product is [F:1][C:2]1[CH:7]=[CH:6][C:5]([N:8]2[C:16]3[CH:15]=[C:14]4[CH2:17][CH2:18][C@H:19]5[C:24]([C@@:13]4([CH3:34])[CH2:12][C:11]=3[CH:10]=[N:9]2)=[CH:23][CH2:22][C@@H:21]([C:25]([F:26])([F:28])[F:27])[C@@H:20]5[CH:29]=[O:30])=[CH:4][CH:3]=1.[F:1][C:2]1[CH:7]=[CH:6][C:5]([N:8]2[C:16]3[CH:15]=[C:14]4[CH2:17][CH2:18][C@H:19]5[C:24]([C@@:13]4([CH3:34])[CH2:12][C:11]=3[CH:10]=[N:9]2)=[CH:23][CH2:22][C@@H:21]([C:25]([F:26])([F:28])[F:27])[C@@H:20]5[CH2:29][OH:30])=[CH:4][CH:3]=1. The yield is 0.670.